Dataset: NCI-60 drug combinations with 297,098 pairs across 59 cell lines. Task: Regression. Given two drug SMILES strings and cell line genomic features, predict the synergy score measuring deviation from expected non-interaction effect. (1) Drug 1: C1=NC(=NC(=O)N1C2C(C(C(O2)CO)O)O)N. Drug 2: B(C(CC(C)C)NC(=O)C(CC1=CC=CC=C1)NC(=O)C2=NC=CN=C2)(O)O. Cell line: U251. Synergy scores: CSS=38.4, Synergy_ZIP=-4.51, Synergy_Bliss=-8.17, Synergy_Loewe=-21.2, Synergy_HSA=-6.47. (2) Drug 1: C(=O)(N)NO. Drug 2: CC1=C(N=C(N=C1N)C(CC(=O)N)NCC(C(=O)N)N)C(=O)NC(C(C2=CN=CN2)OC3C(C(C(C(O3)CO)O)O)OC4C(C(C(C(O4)CO)O)OC(=O)N)O)C(=O)NC(C)C(C(C)C(=O)NC(C(C)O)C(=O)NCCC5=NC(=CS5)C6=NC(=CS6)C(=O)NCCC[S+](C)C)O. Cell line: IGROV1. Synergy scores: CSS=11.8, Synergy_ZIP=-5.99, Synergy_Bliss=-0.329, Synergy_Loewe=-17.3, Synergy_HSA=-1.71. (3) Drug 1: CC1C(C(CC(O1)OC2CC(CC3=C2C(=C4C(=C3O)C(=O)C5=C(C4=O)C(=CC=C5)OC)O)(C(=O)C)O)N)O.Cl. Drug 2: B(C(CC(C)C)NC(=O)C(CC1=CC=CC=C1)NC(=O)C2=NC=CN=C2)(O)O. Cell line: KM12. Synergy scores: CSS=23.0, Synergy_ZIP=-6.46, Synergy_Bliss=0.412, Synergy_Loewe=2.99, Synergy_HSA=3.25. (4) Drug 1: C1=CC(=CC=C1CCC2=CNC3=C2C(=O)NC(=N3)N)C(=O)NC(CCC(=O)O)C(=O)O. Drug 2: CC12CCC3C(C1CCC2OP(=O)(O)O)CCC4=C3C=CC(=C4)OC(=O)N(CCCl)CCCl.[Na+]. Cell line: SN12C. Synergy scores: CSS=16.3, Synergy_ZIP=-7.34, Synergy_Bliss=-9.04, Synergy_Loewe=-8.01, Synergy_HSA=-6.74. (5) Drug 1: CCC1(CC2CC(C3=C(CCN(C2)C1)C4=CC=CC=C4N3)(C5=C(C=C6C(=C5)C78CCN9C7C(C=CC9)(C(C(C8N6C=O)(C(=O)OC)O)OC(=O)C)CC)OC)C(=O)OC)O.OS(=O)(=O)O. Drug 2: CC1=C(N=C(N=C1N)C(CC(=O)N)NCC(C(=O)N)N)C(=O)NC(C(C2=CN=CN2)OC3C(C(C(C(O3)CO)O)O)OC4C(C(C(C(O4)CO)O)OC(=O)N)O)C(=O)NC(C)C(C(C)C(=O)NC(C(C)O)C(=O)NCCC5=NC(=CS5)C6=NC(=CS6)C(=O)NCCC[S+](C)C)O. Cell line: T-47D. Synergy scores: CSS=7.77, Synergy_ZIP=-3.07, Synergy_Bliss=-6.02, Synergy_Loewe=-2.79, Synergy_HSA=-3.74. (6) Drug 1: C1CCN(CC1)CCOC2=CC=C(C=C2)C(=O)C3=C(SC4=C3C=CC(=C4)O)C5=CC=C(C=C5)O. Drug 2: C1CN(CCN1C(=O)CCBr)C(=O)CCBr. Cell line: MCF7. Synergy scores: CSS=23.7, Synergy_ZIP=-8.04, Synergy_Bliss=-2.92, Synergy_Loewe=1.62, Synergy_HSA=1.72. (7) Drug 1: CN(C(=O)NC(C=O)C(C(C(CO)O)O)O)N=O. Drug 2: C1CN(P(=O)(OC1)NCCCl)CCCl. Cell line: NCI-H322M. Synergy scores: CSS=3.79, Synergy_ZIP=1.96, Synergy_Bliss=6.76, Synergy_Loewe=3.86, Synergy_HSA=3.12.